The task is: Predict which catalyst facilitates the given reaction.. This data is from Catalyst prediction with 721,799 reactions and 888 catalyst types from USPTO. (1) Reactant: [Cl:1][C:2]1[C:3]2[CH:10]=[CH:9][NH:8][C:4]=2[N:5]=[CH:6][N:7]=1.[F:11][C:12](S([O-])=O)([F:14])[F:13].[Na+].C(OO)(C)(C)C.C([O-])(O)=O.[Na+]. Product: [Cl:1][C:2]1[C:3]2[C:10]([C:12]([F:14])([F:13])[F:11])=[CH:9][NH:8][C:4]=2[N:5]=[CH:6][N:7]=1. The catalyst class is: 232. (2) Reactant: [CH2:1]1[C@H:8]2[C@H:4]([CH2:5][CH:6]([CH2:9][C:10]([O:12][CH3:13])=[O:11])[CH2:7]2)[CH2:3][C:2]21OCC[O:14]2.Cl. Product: [O:14]=[C:2]1[CH2:3][C@H:4]2[C@H:8]([CH2:7][CH:6]([CH2:9][C:10]([O:12][CH3:13])=[O:11])[CH2:5]2)[CH2:1]1. The catalyst class is: 1. (3) Reactant: O=[C:2]([C:6]1[CH:7]=[N:8][CH:9]=[CH:10][CH:11]=1)[CH2:3][C:4]#[N:5].[CH3:12][NH:13][NH2:14]. Product: [CH3:12][N:13]1[C:2]([C:6]2[CH:7]=[N:8][CH:9]=[CH:10][CH:11]=2)=[CH:3][C:4]([NH2:5])=[N:14]1. The catalyst class is: 8. (4) Reactant: [OH:1][C:2]1[CH:7]=[CH:6][C:5]([C:8](=[O:13])[CH2:9][C:10](=[O:12])[CH3:11])=[CH:4][C:3]=1[O:14][CH3:15].C[C:17]([C:19]1[CH:24]=[CH:23][C:22]([OH:25])=[C:21]([O:26][CH3:27])[CH:20]=1)=O.[H-].[Na+].CC(C)(C)C(=O)CC(=O)C. Product: [OH:1][C:2]1[CH:7]=[CH:6][C:5]([C:8](=[O:13])[CH2:9][C:10](=[O:12])/[CH:11]=[CH:17]/[C:19]2[CH:24]=[CH:23][C:22]([OH:25])=[C:21]([O:26][CH3:27])[CH:20]=2)=[CH:4][C:3]=1[O:14][CH3:15]. The catalyst class is: 13. (5) Reactant: [N+:1]([C:4]1[CH:11]=[CH:10][C:7]([CH:8]=[O:9])=[CH:6][CH:5]=1)([O-:3])=[O:2].[N+:12]([CH3:15])([O-:14])=[O:13]. Product: [N+:12]([CH2:15][CH:8]([C:7]1[CH:6]=[CH:5][C:4]([N+:1]([O-:3])=[O:2])=[CH:11][CH:10]=1)[OH:9])([O-:14])=[O:13]. The catalyst class is: 8.